Dataset: Full USPTO retrosynthesis dataset with 1.9M reactions from patents (1976-2016). Task: Predict the reactants needed to synthesize the given product. (1) The reactants are: [F:1][C:2]1[CH:3]=[CH:4][C:5]([O:36][CH3:37])=[C:6]([C:8]2[CH:13]=[CH:12][N:11]=[C:10]3[N:14](S(C4C=CC=CC=4)(=O)=O)[C:15]([C:17]4[CH2:18][C:19]([CH3:26])([CH3:25])[NH:20][C:21]([CH3:24])([CH3:23])[CH:22]=4)=[CH:16][C:9]=23)[CH:7]=1.[OH-].[Na+]. Given the product [F:1][C:2]1[CH:3]=[CH:4][C:5]([O:36][CH3:37])=[C:6]([C:8]2[CH:13]=[CH:12][N:11]=[C:10]3[NH:14][C:15]([C:17]4[CH2:18][C:19]([CH3:26])([CH3:25])[NH:20][C:21]([CH3:23])([CH3:24])[CH:22]=4)=[CH:16][C:9]=23)[CH:7]=1, predict the reactants needed to synthesize it. (2) The reactants are: [CH3:1][O:2][C:3]1[CH:12]=[C:11]2[C:6]([C:7]([CH3:14])=[N:8][NH:9][C:10]2=O)=[CH:5][CH:4]=1.P(Cl)(Cl)([Cl:17])=O. Given the product [Cl:17][C:10]1[C:11]2[C:6](=[CH:5][CH:4]=[C:3]([O:2][CH3:1])[CH:12]=2)[C:7]([CH3:14])=[N:8][N:9]=1, predict the reactants needed to synthesize it. (3) Given the product [Br:10][CH2:1][C:2]1[C:3]([C:8]#[N:9])=[N:4][CH:5]=[CH:6][CH:7]=1, predict the reactants needed to synthesize it. The reactants are: [CH3:1][C:2]1[C:3]([C:8]#[N:9])=[N:4][CH:5]=[CH:6][CH:7]=1.[Br:10]N1C(=O)CCC1=O.CC(O)=O.CC(N=NC(C#N)(C)C)(C#N)C.